Dataset: Full USPTO retrosynthesis dataset with 1.9M reactions from patents (1976-2016). Task: Predict the reactants needed to synthesize the given product. (1) Given the product [C:1]([C:5]1[CH:6]=[CH:7][C:8]([S:11]([N:14]([C:15]2[CH:20]=[CH:19][C:18]([CH3:21])=[CH:17][CH:16]=2)[CH2:22][C:23]([N:28]([CH2:26][CH3:27])[CH2:29][C:30]2[C:39]3[C:34](=[CH:35][CH:36]=[CH:37][CH:38]=3)[N:33]=[CH:32][CH:31]=2)=[O:25])(=[O:13])=[O:12])=[CH:9][CH:10]=1)([CH3:3])([CH3:4])[CH3:2], predict the reactants needed to synthesize it. The reactants are: [C:1]([C:5]1[CH:10]=[CH:9][C:8]([S:11]([N:14]([CH2:22][C:23]([OH:25])=O)[C:15]2[CH:20]=[CH:19][C:18]([CH3:21])=[CH:17][CH:16]=2)(=[O:13])=[O:12])=[CH:7][CH:6]=1)([CH3:4])([CH3:3])[CH3:2].[CH2:26]([NH:28][CH2:29][C:30]1[C:39]2[C:34](=[CH:35][CH:36]=[CH:37][CH:38]=2)[N:33]=[CH:32][CH:31]=1)[CH3:27]. (2) Given the product [CH3:1][C:2]([CH3:19])([CH2:13][CH2:14][CH2:15][CH2:16][CH2:17][CH3:18])[C:3]([O:5][C:6]1[CH:11]=[CH:10][C:9]([O:12][CH2:35][C@@H:36]2[CH2:38][O:37]2)=[CH:8][CH:7]=1)=[O:4], predict the reactants needed to synthesize it. The reactants are: [CH3:1][C:2]([CH3:19])([CH2:13][CH2:14][CH2:15][CH2:16][CH2:17][CH3:18])[C:3]([O:5][C:6]1[CH:11]=[CH:10][C:9]([OH:12])=[CH:8][CH:7]=1)=[O:4].[H-].[Na+].[N+](C1C=C(S(O[CH2:35][C@@H:36]2[CH2:38][O:37]2)(=O)=O)C=CC=1)([O-])=O. (3) Given the product [CH2:2]([O:3][C:4]([C:6]1[N:10]=[C:9]([C@H:11]([OH:16])[CH2:12][C@@H:13]([NH:14][CH3:15])[CH:23]([CH3:25])[CH3:24])[S:8][CH:7]=1)=[O:5])[CH3:1], predict the reactants needed to synthesize it. The reactants are: [CH3:1][CH2:2][O:3][C:4]([C:6]1[N:10]=[C:9]([C@@H:11]2[O:16][CH2:15][N:14](S(C(C)(C)C)=O)[CH:13]([CH:23]([CH3:25])[CH3:24])[CH2:12]2)[S:8][CH:7]=1)=[O:5].Cl. (4) Given the product [CH2:8]([NH:15][CH:4]1[CH2:5][CH2:6][O:1][CH2:2][CH2:3]1)[C:9]1[CH:14]=[CH:13][CH:12]=[CH:11][CH:10]=1, predict the reactants needed to synthesize it. The reactants are: [O:1]1[CH2:6][CH2:5][C:4](=O)[CH2:3][CH2:2]1.[CH2:8]([NH2:15])[C:9]1[CH:14]=[CH:13][CH:12]=[CH:11][CH:10]=1.[BH-](OC(C)=O)(OC(C)=O)OC(C)=O.[Na+].CC(O)=O. (5) Given the product [CH3:1][O:2][CH:3]([O:14][CH3:15])[C:4]1[CH:9]=[CH:8][N:7]=[C:6]([O:21][CH:19]([CH3:20])[CH3:18])[N:5]=1, predict the reactants needed to synthesize it. The reactants are: [CH3:1][O:2][CH:3]([O:14][CH3:15])[C:4]1[CH:9]=[CH:8][N:7]=[C:6](S(C)(=O)=O)[N:5]=1.[H-].[Na+].[CH3:18][CH:19]([OH:21])[CH3:20]. (6) Given the product [CH3:1][O:2][C:3](=[O:33])[CH2:4][C@H:5]1[C:9]2[CH:10]=[CH:11][C:12]([O:14][C@H:15]3[C:23]4[C:18](=[C:19]([C:35]5[C:36]([CH3:44])=[CH:37][C:38](=[O:43])[N:39]([CH3:42])[C:40]=5[CH3:41])[CH:20]=[CH:21][CH:22]=4)[CH2:17][CH2:16]3)=[CH:13][C:8]=2[O:7][CH2:6]1, predict the reactants needed to synthesize it. The reactants are: [CH3:1][O:2][C:3](=[O:33])[CH2:4][C@H:5]1[C:9]2[CH:10]=[CH:11][C:12]([O:14][C@H:15]3[C:23]4[C:18](=[C:19](B5OC(C)(C)C(C)(C)O5)[CH:20]=[CH:21][CH:22]=4)[CH2:17][CH2:16]3)=[CH:13][C:8]=2[O:7][CH2:6]1.Br[C:35]1[C:36]([CH3:44])=[CH:37][C:38](=[O:43])[N:39]([CH3:42])[C:40]=1[CH3:41].